This data is from Forward reaction prediction with 1.9M reactions from USPTO patents (1976-2016). The task is: Predict the product of the given reaction. (1) Given the reactants [F:1][C:2]1[CH:3]=[N:4][CH:5]=[CH:6][CH:7]=1.C([N-]C(C)C)(C)C.[Li+].[CH:16](=[O:18])[CH3:17].[Cl-].[NH4+], predict the reaction product. The product is: [F:1][C:2]1[CH:3]=[N:4][CH:5]=[CH:6][C:7]=1[CH:16]([OH:18])[CH3:17]. (2) The product is: [Cl:1][C:2]1[CH:7]=[CH:6][CH:5]=[CH:4][C:3]=1[CH:8]([N:10]1[C:16]2[CH:17]=[C:18]([C:11]3[N:10]4[CH:8]=[CH:3][CH:2]=[CH:42][C:40]4=[N:13][CH:12]=3)[S:19][C:15]=2[C:14](=[O:29])[NH:13][CH2:12][CH2:11]1)[CH3:9]. Given the reactants [Cl:1][C:2]1[CH:7]=[CH:6][CH:5]=[CH:4][C:3]=1[CH:8]([N:10]1[C:16]2[CH:17]=[C:18](B3OC(C)(C)C(C)(C)O3)[S:19][C:15]=2[C:14](=[O:29])[NH:13][CH2:12][CH2:11]1)[CH3:9].C([O-])([O-])=O.[K+].[K+].O.CCO[C:40]([CH3:42])=O, predict the reaction product. (3) Given the reactants Cl[C:2]1[CH:3]=[C:4]2[C:9](=[CH:10][CH:11]=1)[C:8]([N:12]1[CH2:17][CH2:16][N:15]3[C:18](=[O:21])[O:19][CH2:20][C@@H:14]3[CH2:13]1)=[N:7][N:6]=[CH:5]2.[CH:22]1([NH:25][C:26](=[O:43])[C:27]2[CH:32]=[CH:31][C:30]([CH3:33])=[C:29](B3OC(C)(C)C(C)(C)O3)[CH:28]=2)[CH2:24][CH2:23]1.C(=O)([O-])[O-].[K+].[K+].C1(P(C2CCCCC2)C2C=CC=CC=2C2C=CC=CC=2C)CCCCC1, predict the reaction product. The product is: [O:21]=[C:18]1[N:15]2[CH2:16][CH2:17][N:12]([C:8]3[C:9]4[C:4](=[CH:3][C:2]([C:29]5[CH:28]=[C:27]([CH:32]=[CH:31][C:30]=5[CH3:33])[C:26]([NH:25][CH:22]5[CH2:23][CH2:24]5)=[O:43])=[CH:11][CH:10]=4)[CH:5]=[N:6][N:7]=3)[CH2:13][C@H:14]2[CH2:20][O:19]1.